Task: Regression. Given two drug SMILES strings and cell line genomic features, predict the synergy score measuring deviation from expected non-interaction effect.. Dataset: NCI-60 drug combinations with 297,098 pairs across 59 cell lines (1) Drug 1: C1=CC=C(C=C1)NC(=O)CCCCCCC(=O)NO. Drug 2: CN(CC1=CN=C2C(=N1)C(=NC(=N2)N)N)C3=CC=C(C=C3)C(=O)NC(CCC(=O)O)C(=O)O. Cell line: A498. Synergy scores: CSS=27.3, Synergy_ZIP=-6.04, Synergy_Bliss=-1.84, Synergy_Loewe=-36.7, Synergy_HSA=-0.0199. (2) Drug 1: CCN(CC)CCNC(=O)C1=C(NC(=C1C)C=C2C3=C(C=CC(=C3)F)NC2=O)C. Drug 2: CC1CCCC2(C(O2)CC(NC(=O)CC(C(C(=O)C(C1O)C)(C)C)O)C(=CC3=CSC(=N3)C)C)C. Cell line: UACC62. Synergy scores: CSS=58.0, Synergy_ZIP=7.42, Synergy_Bliss=4.90, Synergy_Loewe=-17.6, Synergy_HSA=5.23. (3) Drug 1: C1=NC2=C(N=C(N=C2N1C3C(C(C(O3)CO)O)O)F)N. Drug 2: C1=CC=C(C(=C1)C(C2=CC=C(C=C2)Cl)C(Cl)Cl)Cl. Cell line: EKVX. Synergy scores: CSS=-1.49, Synergy_ZIP=1.11, Synergy_Bliss=2.41, Synergy_Loewe=-0.235, Synergy_HSA=-0.808. (4) Drug 1: CCC1=CC2CC(C3=C(CN(C2)C1)C4=CC=CC=C4N3)(C5=C(C=C6C(=C5)C78CCN9C7C(C=CC9)(C(C(C8N6C)(C(=O)OC)O)OC(=O)C)CC)OC)C(=O)OC.C(C(C(=O)O)O)(C(=O)O)O. Drug 2: CC1C(C(CC(O1)OC2CC(CC3=C2C(=C4C(=C3O)C(=O)C5=C(C4=O)C(=CC=C5)OC)O)(C(=O)CO)O)N)O.Cl. Cell line: DU-145. Synergy scores: CSS=33.6, Synergy_ZIP=0.447, Synergy_Bliss=1.65, Synergy_Loewe=0.659, Synergy_HSA=3.68. (5) Drug 1: CCC1=CC2CC(C3=C(CN(C2)C1)C4=CC=CC=C4N3)(C5=C(C=C6C(=C5)C78CCN9C7C(C=CC9)(C(C(C8N6C)(C(=O)OC)O)OC(=O)C)CC)OC)C(=O)OC.C(C(C(=O)O)O)(C(=O)O)O. Drug 2: CC(C1=C(C=CC(=C1Cl)F)Cl)OC2=C(N=CC(=C2)C3=CN(N=C3)C4CCNCC4)N. Cell line: SN12C. Synergy scores: CSS=41.7, Synergy_ZIP=0.156, Synergy_Bliss=1.61, Synergy_Loewe=-1.69, Synergy_HSA=3.95. (6) Synergy scores: CSS=47.1, Synergy_ZIP=-2.54, Synergy_Bliss=0.718, Synergy_Loewe=-4.17, Synergy_HSA=5.51. Cell line: SN12C. Drug 2: C1CC(C1)(C(=O)O)C(=O)O.[NH2-].[NH2-].[Pt+2]. Drug 1: C1=CN(C(=O)N=C1N)C2C(C(C(O2)CO)O)O.Cl.